From a dataset of Forward reaction prediction with 1.9M reactions from USPTO patents (1976-2016). Predict the product of the given reaction. (1) Given the reactants [NH2:1][C:2]1[CH:10]=[CH:9][C:5]2[N:6]=[CH:7][NH:8][C:4]=2[CH:3]=1.[F:11][C:12]1[CH:13]=[C:14]([CH:17]=[C:18]([C:20]([F:23])([F:22])[F:21])[CH:19]=1)[CH:15]=O.[Si](C#N)(C)(C)C.[N:30]1([C:35](N2C=CN=C2)=[O:36])C=CN=[CH:31]1, predict the reaction product. The product is: [NH:6]1[C:5]2[CH:9]=[CH:10][C:2]([N:1]3[CH:15]([C:14]4[CH:17]=[C:18]([C:20]([F:23])([F:22])[F:21])[CH:19]=[C:12]([F:11])[CH:13]=4)[CH2:31][NH:30][C:35]3=[O:36])=[CH:3][C:4]=2[N:8]=[CH:7]1. (2) Given the reactants [C:1]([O:5][C:6]([N:8]1[CH2:13][CH2:12][C:11](=O)[CH:10]([CH3:15])[CH2:9]1)=[O:7])([CH3:4])([CH3:3])[CH3:2].C[NH:17][CH2:18][C:19]1[CH:24]=[CH:23][CH:22]=[CH:21][CH:20]=1.[C:25](O[BH-](OC(=O)C)OC(=O)C)(=O)C.[Na+], predict the reaction product. The product is: [C:1]([O:5][C:6]([N:8]1[CH2:13][CH2:12][C@H:11]([NH:17][C@@H:18]([C:19]2[CH:24]=[CH:23][CH:22]=[CH:21][CH:20]=2)[CH3:25])[C@@H:10]([CH3:15])[CH2:9]1)=[O:7])([CH3:4])([CH3:3])[CH3:2]. (3) Given the reactants [CH3:1][C:2]1[CH:11]=[CH:10][C:9]2[C:4](=[CH:5][CH:6]=[CH:7][C:8]=2[N+:12]([O-])=O)[N:3]=1.[H][H], predict the reaction product. The product is: [NH2:12][C:8]1[CH:7]=[CH:6][CH:5]=[C:4]2[C:9]=1[CH:10]=[CH:11][C:2]([CH3:1])=[N:3]2. (4) Given the reactants C([O-])(O)=O.[Na+].[NH2:6][C:7]1[CH:12]=[CH:11][C:10]([NH:13][C:14](=[O:37])[C:15]2[CH:20]=[CH:19][C:18]([O:21][CH2:22][C:23]3[CH:28]=[CH:27][CH:26]=[CH:25][CH:24]=3)=[CH:17][C:16]=2[O:29][CH2:30][C:31]2[CH:36]=[CH:35][CH:34]=[CH:33][CH:32]=2)=[C:9]([OH:38])[CH:8]=1.[N:39]1[C:46]([Cl:47])=[N:45][C:43](Cl)=[N:42][C:40]=1[Cl:41], predict the reaction product. The product is: [CH2:30]([O:29][C:16]1[CH:17]=[C:18]([O:21][CH2:22][C:23]2[CH:28]=[CH:27][CH:26]=[CH:25][CH:24]=2)[CH:19]=[CH:20][C:15]=1[C:14]([NH:13][C:10]1[CH:11]=[CH:12][C:7]([NH:6][C:43]2[N:45]=[C:46]([Cl:47])[N:39]=[C:40]([Cl:41])[N:42]=2)=[CH:8][C:9]=1[OH:38])=[O:37])[C:31]1[CH:36]=[CH:35][CH:34]=[CH:33][CH:32]=1. (5) Given the reactants [F:1][C:2]1[CH:10]=[C:9]([F:11])[CH:8]=[CH:7][C:3]=1[C:4]([OH:6])=O.[CH3:12][C:13]1([CH3:21])[O:18][C:17](=[O:19])[CH2:16][C:15](=[O:20])[O:14]1.CCN=C=NCCCN(C)C.Cl, predict the reaction product. The product is: [F:1][C:2]1[CH:10]=[C:9]([F:11])[CH:8]=[CH:7][C:3]=1[C:4]([CH:16]1[C:17](=[O:19])[O:18][C:13]([CH3:21])([CH3:12])[O:14][C:15]1=[O:20])=[O:6]. (6) Given the reactants [CH:1]([O:4][C:5]1[CH:10]=[CH:9][C:8]([C:11]2[CH:16]=[C:15]([O:17][C@H:18]3[CH2:58][N:21]4[C:22](=[O:57])[C@@H:23]([NH:49]C(=O)OC(C)(C)C)[C@H:24]([CH3:48])[CH2:25][CH:26]([CH3:47])[CH2:27][CH2:28][CH:29]=[CH:30][C@@H:31]5[CH2:36][C@@:32]5([C:37](=[O:46])[NH:38][S:39]([C:42]5([CH3:45])[CH2:44][CH2:43]5)(=[O:41])=[O:40])[NH:33][C:34](=[O:35])[C@@H:20]4[CH2:19]3)[CH:14]=[C:13]([C:59]3[CH:64]=[N:63][CH:62]=[CH:61][N:60]=3)[N:12]=2)=[CH:7][CH:6]=1)([CH3:3])[CH3:2].C(Cl)Cl.[F:68][C:69]([F:74])([F:73])[C:70]([OH:72])=[O:71], predict the reaction product. The product is: [F:68][C:69]([F:74])([F:73])[C:70]([OH:72])=[O:71].[NH2:49][C@@H:23]1[C:22](=[O:57])[N:21]2[CH2:58][C@H:18]([O:17][C:15]3[CH:14]=[C:13]([C:59]4[CH:64]=[N:63][CH:62]=[CH:61][N:60]=4)[N:12]=[C:11]([C:8]4[CH:9]=[CH:10][C:5]([O:4][CH:1]([CH3:3])[CH3:2])=[CH:6][CH:7]=4)[CH:16]=3)[CH2:19][C@H:20]2[C:34](=[O:35])[NH:33][C@:32]2([C:37]([NH:38][S:39]([C:42]3([CH3:45])[CH2:44][CH2:43]3)(=[O:40])=[O:41])=[O:46])[CH2:36][C@H:31]2[CH:30]=[CH:29][CH2:28][CH2:27][CH:26]([CH3:47])[CH2:25][C@H:24]1[CH3:48].